This data is from Forward reaction prediction with 1.9M reactions from USPTO patents (1976-2016). The task is: Predict the product of the given reaction. (1) The product is: [F:1][C:2]1[CH:3]=[C:4]([C:11]2[CH:16]=[CH:15][C:14]([CH:17]([C:29]3[CH:34]=[CH:33][CH:32]=[CH:31][C:30]=3[CH3:35])[CH2:18]/[C:19](=[N:37]\[OH:38])/[C:21]3[CH:26]=[CH:25][C:24](=[O:27])[N:23]([CH3:28])[CH:22]=3)=[CH:13][CH:12]=2)[CH:5]=[CH:6][C:7]=1[C:8]([OH:10])=[O:9]. Given the reactants [F:1][C:2]1[CH:3]=[C:4]([C:11]2[CH:16]=[CH:15][C:14]([CH:17]([C:29]3[CH:34]=[CH:33][CH:32]=[CH:31][C:30]=3[CH3:35])[CH2:18][C:19]([C:21]3[CH:26]=[CH:25][C:24](=[O:27])[N:23]([CH3:28])[CH:22]=3)=O)=[CH:13][CH:12]=2)[CH:5]=[CH:6][C:7]=1[C:8]([OH:10])=[O:9].Cl.[NH2:37][OH:38].C([O-])(O)=O.[Na+], predict the reaction product. (2) Given the reactants [Cl:1][C:2]1[N:10]=[CH:9][CH:8]=[CH:7][C:3]=1[C:4](O)=[O:5].ClC1C(CO)=CC(F)=C(Cl)N=1, predict the reaction product. The product is: [Cl:1][C:2]1[C:3]([CH2:4][OH:5])=[CH:7][CH:8]=[CH:9][N:10]=1. (3) Given the reactants [NH2:1][C:2]1[CH:10]=[CH:9][C:8]([N+:11]([O-:13])=[O:12])=[CH:7][C:3]=1[C:4]([OH:6])=O.[NH2:14][C:15](N)=[O:16].[OH-].[Na+], predict the reaction product. The product is: [N+:11]([C:8]1[CH:7]=[C:3]2[C:2](=[CH:10][CH:9]=1)[NH:1][C:15](=[O:16])[NH:14][C:4]2=[O:6])([O-:13])=[O:12]. (4) Given the reactants Br[CH:2]([CH2:26][CH2:27][Cl:28])[C:3]([C:5]1[CH:25]=[CH:24][C:8]([O:9][CH2:10][CH2:11][CH2:12][CH2:13][CH2:14][O:15][C:16]2[CH:23]=[CH:22][C:19]([C:20]#[N:21])=[CH:18][CH:17]=2)=[CH:7][CH:6]=1)=O.[NH2:29][C:30]([NH2:32])=[S:31].C(O)C, predict the reaction product. The product is: [NH2:32][C:30]1[S:31][C:2]([CH2:26][CH2:27][Cl:28])=[C:3]([C:5]2[CH:25]=[CH:24][C:8]([O:9][CH2:10][CH2:11][CH2:12][CH2:13][CH2:14][O:15][C:16]3[CH:23]=[CH:22][C:19]([C:20]#[N:21])=[CH:18][CH:17]=3)=[CH:7][CH:6]=2)[N:29]=1. (5) Given the reactants [OH:1][C:2]1[CH:7]=[C:6]([CH3:8])[O:5][C:4](=[O:9])[CH:3]=1.C1CCN2C(=NCCC2)CC1.Br[CH2:22]/[CH:23]=[C:24](\[CH3:31])/[CH2:25][CH2:26][CH:27]=[C:28]([CH3:30])[CH3:29].C1(C)C=CC=CC=1.C(OCC)(=O)C, predict the reaction product. The product is: [CH3:31]/[C:24](/[CH2:25][CH2:26][CH:27]=[C:28]([CH3:30])[CH3:29])=[CH:23]\[CH2:22][C:3]1[C:4](=[O:9])[O:5][C:6]([CH3:8])=[CH:7][C:2]=1[OH:1]. (6) The product is: [CH3:18][C:19]1[S:20][C:21]([C:27]2[CH:28]=[C:29]([CH3:33])[CH:30]=[CH:31][CH:32]=2)=[C:22]([C:24]([N:2]2[C@H:3]([CH2:7][NH:8][C:9]([C:11]3[C:12]([CH3:17])=[N:13][O:14][C:15]=3[CH3:16])=[O:10])[CH2:4][C@H:5]3[C@@H:1]2[CH2:6]3)=[O:25])[N:23]=1. Given the reactants [C@H:1]12[CH2:6][C@H:5]1[CH2:4][C@@H:3]([CH2:7][NH:8][C:9]([C:11]1[C:12]([CH3:17])=[N:13][O:14][C:15]=1[CH3:16])=[O:10])[NH:2]2.[CH3:18][C:19]1[S:20][C:21]([C:27]2[CH:28]=[C:29]([CH3:33])[CH:30]=[CH:31][CH:32]=2)=[C:22]([C:24](O)=[O:25])[N:23]=1, predict the reaction product. (7) Given the reactants [ClH:1].[CH2:2]([O:9][C:10](=[O:43])[NH:11][CH2:12][CH2:13][N:14]([C:18](=[O:42])[C@@H:19]([NH:34]C(OC(C)(C)C)=O)[CH2:20][CH2:21][CH2:22][NH:23][C:24]([O:26]CC1C=CC=CC=1)=[O:25])[CH2:15][CH2:16][OH:17])[C:3]1[CH:8]=[CH:7][CH:6]=[CH:5][CH:4]=1, predict the reaction product. The product is: [ClH:1].[CH2:2]([N:23]([CH2:22][CH2:21][CH2:20][C@H:19]([NH2:34])[C:18]([N:14]([CH2:13][CH2:12][NH:11][C:10]([O:9][CH2:2][C:3]1[CH:4]=[CH:5][CH:6]=[CH:7][CH:8]=1)=[O:43])[CH2:15][CH2:16][OH:17])=[O:42])[C:24](=[O:25])[OH:26])[C:3]1[CH:8]=[CH:7][CH:6]=[CH:5][CH:4]=1. (8) Given the reactants [O:1]1[CH2:7][CH2:6][CH2:5][O:4][C:3]2[C:8]([CH:12]=O)=[CH:9][CH:10]=[CH:11][C:2]1=2.[CH3:14][NH2:15].[BH4-].[Na+].O, predict the reaction product. The product is: [O:1]1[CH2:7][CH2:6][CH2:5][O:4][C:3]2[C:8]([CH2:12][NH:15][CH3:14])=[CH:9][CH:10]=[CH:11][C:2]1=2. (9) Given the reactants [F:1][C:2]1[CH:7]=[C:6]([N+:8]([O-:10])=[O:9])[C:5]([F:11])=[CH:4][C:3]=1[CH:12](C(OCC)=O)[C:13]([O:15]CC)=[O:14].Cl, predict the reaction product. The product is: [F:1][C:2]1[CH:7]=[C:6]([N+:8]([O-:10])=[O:9])[C:5]([F:11])=[CH:4][C:3]=1[CH2:12][C:13]([OH:15])=[O:14]. (10) The product is: [Cl-:12].[Cl:12][CH2:11][C:10](=[O:13])[C@@H:9]([NH3+:8])[CH2:14][C:15]1[CH:20]=[CH:19][CH:18]=[CH:17][CH:16]=1. Given the reactants C(OC([NH:8][C@@H:9]([CH2:14][C:15]1[CH:20]=[CH:19][CH:18]=[CH:17][CH:16]=1)[C:10](=[O:13])[CH2:11][Cl:12])=O)(C)(C)C.Cl, predict the reaction product.